The task is: Predict the reactants needed to synthesize the given product.. This data is from Full USPTO retrosynthesis dataset with 1.9M reactions from patents (1976-2016). (1) Given the product [Cl:34][C:29]1[C:4]([O:3][CH2:1][CH3:2])=[CH:5][C:6]([CH2:7][N:8]2[CH2:13][CH2:12][CH:11]([NH:14][C:15](=[O:26])[C:16]3[CH:21]=[C:20]([O:22][CH3:23])[CH:19]=[C:18]([CH2:24][OH:25])[CH:17]=3)[CH2:10][CH2:9]2)=[CH:27][C:28]=1[O:31][CH2:32][CH3:33], predict the reactants needed to synthesize it. The reactants are: [CH2:1]([O:3][C:4]1[CH:5]=[C:6]([CH:27]=[C:28]([O:31][CH2:32][CH3:33])[C:29]=1F)[CH2:7][N:8]1[CH2:13][CH2:12][CH:11]([NH:14][C:15](=[O:26])[C:16]2[CH:21]=[C:20]([O:22][CH3:23])[CH:19]=[C:18]([CH2:24][OH:25])[CH:17]=2)[CH2:10][CH2:9]1)[CH3:2].[Cl:34]C1C(OCC)=CC(C=O)=CC=1OCC.C(OC(=O)C1C=C(OCC)C(Cl)=C(OCC)C=1)C.[H-].C([Al+]CC(C)C)C(C)C.C([BH3-])#N.[Na+].C(N(C(C)C)C(C)C)C. (2) Given the product [CH3:1][O:2][C:3](=[O:27])[CH2:4][C:5]1[C:9]2[CH:10]=[CH:11][C:12]([O:17][CH2:18][C:19]3[CH:24]=[CH:23][C:22]([Cl:25])=[CH:21][C:20]=3[Cl:26])=[C:13]([CH:14]([OH:16])[CH3:15])[C:8]=2[O:7][CH:6]=1, predict the reactants needed to synthesize it. The reactants are: [CH3:1][O:2][C:3](=[O:27])[CH2:4][C:5]1[C:9]2[CH:10]=[CH:11][C:12]([O:17][CH2:18][C:19]3[CH:24]=[CH:23][C:22]([Cl:25])=[CH:21][C:20]=3[Cl:26])=[C:13]([C:14](=[O:16])[CH3:15])[C:8]=2[O:7][CH:6]=1.[BH4-].[Na+].